Task: Binary Classification. Given a drug SMILES string, predict its activity (active/inactive) in a high-throughput screening assay against a specified biological target.. Dataset: HIV replication inhibition screening data with 41,000+ compounds from the AIDS Antiviral Screen The drug is C=CCn1c(N)c(C#N)c(C#N)c1-c1ccccc1. The result is 0 (inactive).